Dataset: NCI-60 drug combinations with 297,098 pairs across 59 cell lines. Task: Regression. Given two drug SMILES strings and cell line genomic features, predict the synergy score measuring deviation from expected non-interaction effect. (1) Drug 1: C1CCN(CC1)CCOC2=CC=C(C=C2)C(=O)C3=C(SC4=C3C=CC(=C4)O)C5=CC=C(C=C5)O. Drug 2: COC1=NC(=NC2=C1N=CN2C3C(C(C(O3)CO)O)O)N. Cell line: SNB-19. Synergy scores: CSS=1.30, Synergy_ZIP=1.75, Synergy_Bliss=2.51, Synergy_Loewe=1.08, Synergy_HSA=0.971. (2) Drug 1: CNC(=O)C1=CC=CC=C1SC2=CC3=C(C=C2)C(=NN3)C=CC4=CC=CC=N4. Drug 2: C(CN)CNCCSP(=O)(O)O. Cell line: SN12C. Synergy scores: CSS=3.21, Synergy_ZIP=-0.762, Synergy_Bliss=1.32, Synergy_Loewe=-5.35, Synergy_HSA=0.183.